The task is: Predict the product of the given reaction.. This data is from Forward reaction prediction with 1.9M reactions from USPTO patents (1976-2016). (1) Given the reactants [Cl:1][C:2]1[C:3]([O:12][C:13]2[CH:18]=[C:17]([O:19][CH2:20][CH2:21][O:22][CH3:23])[CH:16]=[CH:15][C:14]=2/[CH:24]=[CH:25]/[C:26]([OH:28])=O)=[N:4][CH:5]=[C:6]([C:8]([F:11])([F:10])[F:9])[CH:7]=1.C(#N)C.[CH2:32]([S:37]([NH2:40])(=[O:39])=[O:38])[CH2:33][CH2:34][CH2:35][CH3:36].Cl, predict the reaction product. The product is: [Cl:1][C:2]1[C:3]([O:12][C:13]2[CH:18]=[C:17]([O:19][CH2:20][CH2:21][O:22][CH3:23])[CH:16]=[CH:15][C:14]=2/[CH:24]=[CH:25]/[C:26]([NH:40][S:37]([CH2:32][CH2:33][CH2:34][CH2:35][CH3:36])(=[O:39])=[O:38])=[O:28])=[N:4][CH:5]=[C:6]([C:8]([F:9])([F:10])[F:11])[CH:7]=1. (2) Given the reactants [CH3:1][O:2][C:3]1[C:10]([C:11]2[CH:16]=[CH:15][CH:14]=[CH:13][CH:12]=2)=[C:9]([O:17][CH3:18])[CH:8]=[CH:7][C:4]=1[CH:5]=O.ClC1C(OC)=C(C=[CH:29][C:30]([OH:32])=[O:31])C=CC=1OC, predict the reaction product. The product is: [CH3:1][O:2][C:3]1[C:10]([C:11]2[CH:16]=[CH:15][CH:14]=[CH:13][CH:12]=2)=[C:9]([O:17][CH3:18])[CH:8]=[CH:7][C:4]=1/[CH:5]=[CH:29]/[C:30]([OH:32])=[O:31]. (3) Given the reactants C([O:3][C:4](=[O:22])[C@@H:5]([O:20][CH3:21])[CH2:6][C:7]1[CH:12]=[CH:11][C:10]([O:13][C:14]([C:17]([OH:19])=O)([CH3:16])[CH3:15])=[CH:9][CH:8]=1)C.[CH3:23][O:24][C:25]1[CH:30]=[CH:29][C:28]([O:31][CH3:32])=[CH:27][C:26]=1[CH2:33][CH2:34][NH2:35].C(O[C@@H](CC1C=CC(O[C@@H](C(=O)NCCC2C=CC(OC3C=CC=CC=3)=CC=2)C)=CC=1)C(O)=O)C, predict the reaction product. The product is: [CH3:23][O:24][C:25]1[CH:30]=[CH:29][C:28]([O:31][CH3:32])=[CH:27][C:26]=1[CH2:33][CH2:34][NH:35][C:17]([C:14]([CH3:15])([O:13][C:10]1[CH:9]=[CH:8][C:7]([CH2:6][C@H:5]([O:20][CH3:21])[C:4]([OH:3])=[O:22])=[CH:12][CH:11]=1)[CH3:16])=[O:19]. (4) The product is: [Cl:28][C:29]1[CH:39]=[CH:38][C:32]([O:33][CH2:34][C@@H:35]([OH:36])[CH2:37][N:19]2[CH2:20][CH2:21][C:16]3([O:15][C:14]4[C:24]5[C:10]([C:11](=[O:27])[C:12](=[O:26])[C:13]=4[S:23][CH2:22]3)=[CH:9][CH:8]=[C:7]([C:1]3[CH:2]=[CH:3][CH:4]=[CH:5][CH:6]=3)[CH:25]=5)[CH2:17][CH2:18]2)=[CH:31][CH:30]=1. Given the reactants [C:1]1([C:7]2[CH:25]=[C:24]3[C:10]([C:11](=[O:27])[C:12](=[O:26])[C:13]4[S:23][CH2:22][C:16]5([CH2:21][CH2:20][NH:19][CH2:18][CH2:17]5)[O:15][C:14]=43)=[CH:9][CH:8]=2)[CH:6]=[CH:5][CH:4]=[CH:3][CH:2]=1.[Cl:28][C:29]1[CH:39]=[CH:38][C:32]([O:33][CH2:34][C@@H:35]2[CH2:37][O:36]2)=[CH:31][CH:30]=1, predict the reaction product.